From a dataset of Catalyst prediction with 721,799 reactions and 888 catalyst types from USPTO. Predict which catalyst facilitates the given reaction. (1) Reactant: [NH2:1][C:2]1[N:7]=[CH:6][C:5]([S:8]([NH:11][C:12]2[S:13][CH:14]=[CH:15][N:16]=2)(=[O:10])=[O:9])=[CH:4][CH:3]=1.C[Al](C)C.[Cl:21][C:22]1[C:30]([F:31])=[CH:29][CH:28]=[C:27]2[C:23]=1[CH2:24][CH2:25][N:26]2[C@H:32]1[CH2:36][CH2:35][O:34][C:33]1=[O:37].Cl. Product: [Cl:21][C:22]1[C:30]([F:31])=[CH:29][CH:28]=[C:27]2[C:23]=1[CH2:24][CH2:25][N:26]2[C@@H:32]([CH2:36][CH2:35][OH:34])[C:33]([NH:1][C:2]1[CH:3]=[CH:4][C:5]([S:8](=[O:9])(=[O:10])[NH:11][C:12]2[S:13][CH:14]=[CH:15][N:16]=2)=[CH:6][N:7]=1)=[O:37]. The catalyst class is: 26. (2) Reactant: [O:1]1[C:5]2[CH:6]=[CH:7][C:8]([CH:10]=[O:11])=[CH:9][C:4]=2[O:3][CH2:2]1.CC(=CC)C.Cl([O-])=[O:18].[Na+].Cl. Product: [O:1]1[C:5]2[CH:6]=[CH:7][C:8]([C:10]([OH:18])=[O:11])=[CH:9][C:4]=2[O:3][CH2:2]1. The catalyst class is: 664. (3) Reactant: [C:1]([C:3]([CH3:9])([CH3:8])[C:4]([NH:6][NH2:7])=O)#[N:2].CCN(CC)CC.Cl.[C:18](=[NH:27])(OC)[C:19]1[CH:24]=[CH:23][CH:22]=[CH:21][CH:20]=1. Product: [CH3:8][C:3]([C:4]1[NH:6][N:7]=[C:18]([C:19]2[CH:24]=[CH:23][CH:22]=[CH:21][CH:20]=2)[N:27]=1)([CH3:9])[C:1]#[N:2]. The catalyst class is: 5.